Dataset: Catalyst prediction with 721,799 reactions and 888 catalyst types from USPTO. Task: Predict which catalyst facilitates the given reaction. (1) Reactant: [Cl:1][C:2]1[CH:3]=[C:4]([C:12]2[N:16]=[C:15]([C:17]3[CH:18]=[C:19]4[C:23](=[CH:24][CH:25]=3)[N:22]([CH:26]3[CH2:30][CH2:29][CH:28]([C:31]([O:33]C)=[O:32])[CH2:27]3)[CH:21]=[CH:20]4)[O:14][N:13]=2)[CH:5]=[CH:6][C:7]=1[O:8][CH:9]([CH3:11])[CH3:10].[OH-].[Na+].Cl. Product: [Cl:1][C:2]1[CH:3]=[C:4]([C:12]2[N:16]=[C:15]([C:17]3[CH:18]=[C:19]4[C:23](=[CH:24][CH:25]=3)[N:22]([CH:26]3[CH2:30][CH2:29][CH:28]([C:31]([OH:33])=[O:32])[CH2:27]3)[CH:21]=[CH:20]4)[O:14][N:13]=2)[CH:5]=[CH:6][C:7]=1[O:8][CH:9]([CH3:11])[CH3:10]. The catalyst class is: 2. (2) Reactant: [C:1]([O:5][C:6]([NH:8][CH:9]1[CH2:14][CH2:13][CH2:12][N:11]([C:15]([O:17][CH2:18][C:19]2[CH:24]=[CH:23][CH:22]=[CH:21][CH:20]=2)=[O:16])[CH:10]1[CH2:25][C:26]([O:28]CC)=[O:27])=[O:7])([CH3:4])([CH3:3])[CH3:2].C(O)C.[OH-].[Na+].Cl. Product: [CH2:18]([O:17][C:15]([N:11]1[CH2:12][CH2:13][CH2:14][CH:9]([NH:8][C:6]([O:5][C:1]([CH3:3])([CH3:4])[CH3:2])=[O:7])[CH:10]1[CH2:25][C:26]([OH:28])=[O:27])=[O:16])[C:19]1[CH:20]=[CH:21][CH:22]=[CH:23][CH:24]=1. The catalyst class is: 7. (3) Reactant: [N+:1]([C:4]1[N:5]=[CH:6][NH:7][C:8]=1[SH:9])([O-:3])=[O:2].C(P(CCCC)CCCC)CCC.Br[CH:24]([C:30](=O)[C:31]([F:34])([F:33])[F:32])[C:25]([O:27][CH2:28][CH3:29])=[O:26]. Product: [N+:1]([C:4]1[N:5]=[CH:6][N:7]2[C:30]([C:31]([F:32])([F:34])[F:33])=[C:24]([C:25]([O:27][CH2:28][CH3:29])=[O:26])[S:9][C:8]=12)([O-:3])=[O:2]. The catalyst class is: 3. (4) Reactant: [C:1]([N:4]1[C:9]2[CH:10]=[C:11]([N+:14]([O-])=O)[CH:12]=[CH:13][C:8]=2[S:7](=[O:18])(=[O:17])[CH2:6][CH2:5]1)(=[O:3])[CH3:2].C(=O)(O)[O-].[Na+]. Product: [C:1]([N:4]1[C:9]2[CH:10]=[C:11]([NH2:14])[CH:12]=[CH:13][C:8]=2[S:7](=[O:17])(=[O:18])[CH2:6][CH2:5]1)(=[O:3])[CH3:2]. The catalyst class is: 25.